From a dataset of Reaction yield outcomes from USPTO patents with 853,638 reactions. Predict the reaction yield, written as a fraction of the theoretical maximum amount of product (1.0 means a 100% yield; for example, 0.34 means a 34% yield). (1) The reactants are [N+:1]([C:4]1[C:12]2[C:11]3[CH:13]=[CH:14][CH:15]=[CH:16][C:10]=3[O:9][C:8]=2[C:7](B2OC(C)(C)C(C)(C)O2)=[CH:6][CH:5]=1)([O-:3])=[O:2].[N:26]1([C:32]2[O:33][C:34]3[C:42](OS(C(F)(F)F)(=O)=O)=[CH:41][CH:40]=[CH:39][C:35]=3[C:36](=[O:38])[CH:37]=2)[CH2:31][CH2:30][O:29][CH2:28][CH2:27]1.C(=O)([O-])[O-].[K+].[K+]. The catalyst is O1CCOCC1.[Pd].C1(P(C2C=CC=CC=2)C2C=CC=CC=2)C=CC=CC=1.C1(P(C2C=CC=CC=2)C2C=CC=CC=2)C=CC=CC=1.C1(P(C2C=CC=CC=2)C2C=CC=CC=2)C=CC=CC=1.C1(P(C2C=CC=CC=2)C2C=CC=CC=2)C=CC=CC=1. The product is [N:26]1([C:32]2[O:33][C:34]3[C:42]([C:7]4[C:8]5[O:9][C:10]6[CH:16]=[CH:15][CH:14]=[CH:13][C:11]=6[C:12]=5[C:4]([N+:1]([O-:3])=[O:2])=[CH:5][CH:6]=4)=[CH:41][CH:40]=[CH:39][C:35]=3[C:36](=[O:38])[CH:37]=2)[CH2:27][CH2:28][O:29][CH2:30][CH2:31]1. The yield is 1.00. (2) The reactants are [OH:1][C:2]1[C:7]([C:8]([O:10][CH2:11][CH3:12])=[O:9])=[CH:6][N:5]=[C:4]([N:13]2[CH:17]=[CH:16][CH:15]=[N:14]2)[N:3]=1.[CH2:18](Cl)[C:19]1[CH:24]=[CH:23][CH:22]=[CH:21][CH:20]=1.CCN(CC)CC. The catalyst is CN(C=O)C.O. The product is [CH2:18]([O:1][C:2]1[C:7]([C:8]([O:10][CH2:11][CH3:12])=[O:9])=[CH:6][N:5]=[C:4]([N:13]2[CH:17]=[CH:16][CH:15]=[N:14]2)[N:3]=1)[C:19]1[CH:24]=[CH:23][CH:22]=[CH:21][CH:20]=1. The yield is 0.420. (3) The reactants are [Cl:1][C:2]1[C:3]([O:9][C:10]2[CH:15]=[C:14]([O:16][CH2:17][CH2:18][O:19][CH3:20])[CH:13]=[CH:12][C:11]=2/[CH:21]=[CH:22]/[C:23]([OH:25])=O)=[N:4][CH:5]=[C:6]([Cl:8])[CH:7]=1.Cl.C(N=C=NCCCN(C)C)C.[CH2:38]([S:43]([NH2:46])(=[O:45])=[O:44])[CH2:39][CH2:40][CH2:41][CH3:42].O. The catalyst is CN(C)C=O.CN(C)C1C=CN=CC=1. The product is [Cl:1][C:2]1[C:3]([O:9][C:10]2[CH:15]=[C:14]([O:16][CH2:17][CH2:18][O:19][CH3:20])[CH:13]=[CH:12][C:11]=2/[CH:21]=[CH:22]/[C:23]([NH:46][S:43]([CH2:38][CH2:39][CH2:40][CH2:41][CH3:42])(=[O:45])=[O:44])=[O:25])=[N:4][CH:5]=[C:6]([Cl:8])[CH:7]=1. The yield is 0.430. (4) The reactants are [NH2:1][C@:2]12[CH2:45][CH2:44][C@@H:43]([C:46]([CH3:48])=[CH2:47])[C@@H:3]1[C@@H:4]1[C@@:17]([CH3:20])([CH2:18][CH2:19]2)[C@@:16]2([CH3:21])[C@@H:7]([C@:8]3([CH3:42])[C@@H:13]([CH2:14][CH2:15]2)[C:12]([CH3:23])([CH3:22])[C:11]([C:24]2[CH2:29][CH2:28][C@@:27]([CH2:40][F:41])([C:30]([O:32][CH2:33][C:34]4[CH:39]=[CH:38][CH:37]=[CH:36][CH:35]=4)=[O:31])[CH2:26][CH:25]=2)=[CH:10][CH2:9]3)[CH2:6][CH2:5]1.Br[CH2:50][CH2:51][N:52]1[CH2:56][CH2:55][O:54][C:53]1=[O:57].[O-]P([O-])([O-])=O.[K+].[K+].[K+].[I-].[K+]. The catalyst is O.C(#N)C. The product is [F:41][CH2:40][C@@:27]1([C:30]([O:32][CH2:33][C:34]2[CH:35]=[CH:36][CH:37]=[CH:38][CH:39]=2)=[O:31])[CH2:28][CH2:29][C:24]([C:11]2[C:12]([CH3:22])([CH3:23])[C@H:13]3[C@:8]([CH3:42])([CH2:9][CH:10]=2)[C@@H:7]2[C@:16]([CH3:21])([C@@:17]4([CH3:20])[C@H:4]([CH2:5][CH2:6]2)[C@H:3]2[C@H:43]([C:46]([CH3:48])=[CH2:47])[CH2:44][CH2:45][C@:2]2([NH:1][CH2:50][CH2:51][N:52]2[CH2:56][CH2:55][O:54][C:53]2=[O:57])[CH2:19][CH2:18]4)[CH2:15][CH2:14]3)=[CH:25][CH2:26]1. The yield is 0.660. (5) The reactants are [NH2:1][C:2]1[S:3][C:4]2[C:10]([N:11]3[CH2:16][CH2:15][O:14][CH2:13][CH2:12]3)=[CH:9][CH:8]=[C:7]([O:17][CH3:18])[C:5]=2[N:6]=1.[C:19](Cl)(Cl)=[O:20].[CH3:23][NH:24][CH2:25][C:26]1[CH:27]=[N:28][C:29]([CH3:32])=[CH:30][CH:31]=1. No catalyst specified. The product is [CH3:18][O:17][C:7]1[C:5]2[N:6]=[C:2]([NH:1][C:19](=[O:20])[N:24]([CH3:23])[CH2:25][C:26]3[CH:27]=[N:28][C:29]([CH3:32])=[CH:30][CH:31]=3)[S:3][C:4]=2[C:10]([N:11]2[CH2:16][CH2:15][O:14][CH2:13][CH2:12]2)=[CH:9][CH:8]=1. The yield is 0.250. (6) The reactants are [C:1]([N:8]1[CH:12]=[CH:11]N=C1)(N1C=CN=C1)=[S:2].[Cl:13][C:14]1[CH:15]=C(C=[C:19]([Cl:32])[C:20]=1[S:21][C:22]1[CH:27]=[CH:26][CH:25]=[C:24]([C:28]([F:31])([F:30])[F:29])[CH:23]=1)N. The catalyst is ClCCl. The product is [Cl:32][C:19]1[CH:11]=[C:12]([N:8]=[C:1]=[S:2])[CH:15]=[C:14]([Cl:13])[C:20]=1[S:21][C:22]1[CH:27]=[CH:26][CH:25]=[C:24]([C:28]([F:29])([F:30])[F:31])[CH:23]=1. The yield is 0.410. (7) The catalyst is CC(O)=O.[Pd]. The product is [CH2:20]([C:19]1[C:7]2[N:6]([CH:10]=[C:9]([C:11]3[CH:16]=[CH:15][CH:14]=[CH:13][C:12]=3[O:17][CH3:18])[N:8]=2)[CH2:5][C:25](=[O:27])[N:24]=1)[CH2:21][CH2:22][CH3:23]. The reactants are C(OC(=O)[CH2:5][N:6]1[CH:10]=[C:9]([C:11]2[CH:16]=[CH:15][CH:14]=[CH:13][C:12]=2[O:17][CH3:18])[N:8]=[C:7]1[C@@H:19]([NH:24][C:25]([O:27]CC1C=CC=CC=1)=O)[CH2:20][CH2:21][CH2:22][CH3:23])C. The yield is 0.870.